This data is from Full USPTO retrosynthesis dataset with 1.9M reactions from patents (1976-2016). The task is: Predict the reactants needed to synthesize the given product. (1) Given the product [Br:51][C:52]1[CH:53]=[C:54]([C:58]2[CH:63]=[CH:62][CH:61]=[C:60]([CH2:64][O:65][C@H:66]3[CH2:70][N:69]([C:10](=[O:12])[C@@H:9]([NH:8][C:6]([O:5][C:1]([CH3:2])([CH3:3])[CH3:4])=[O:7])[CH:13]4[CH2:18][CH2:17][CH2:16][CH2:15][CH2:14]4)[C@H:68]([C:71]([O:73][CH3:74])=[O:72])[CH2:67]3)[CH:59]=2)[CH:55]=[CH:56][CH:57]=1, predict the reactants needed to synthesize it. The reactants are: [C:1]([O:5][C:6]([NH:8][C@@H:9]([CH:13]1[CH2:18][CH2:17][CH2:16][CH2:15][CH2:14]1)[C:10]([OH:12])=O)=[O:7])([CH3:4])([CH3:3])[CH3:2].CCN(C(C)C)C(C)C.CN(C(ON1N=NC2C=CC=CC1=2)=[N+](C)C)C.[B-](F)(F)(F)F.[Cl-].[Br:51][C:52]1[CH:53]=[C:54]([C:58]2[CH:63]=[CH:62][CH:61]=[C:60]([CH2:64][O:65][C@H:66]3[CH2:70][NH2+:69][C@H:68]([C:71]([O:73][CH3:74])=[O:72])[CH2:67]3)[CH:59]=2)[CH:55]=[CH:56][CH:57]=1.Cl. (2) Given the product [Cl:1][C:2]1[CH:12]=[C:11]([Cl:13])[CH:10]=[CH:9][C:3]=1[O:4][CH:5]([C:6]1[O:22][N:21]=[C:19]([C:18]2[CH:23]=[CH:24][C:15]([F:14])=[CH:16][CH:17]=2)[N:7]=1)[CH3:8], predict the reactants needed to synthesize it. The reactants are: [Cl:1][C:2]1[CH:12]=[C:11]([Cl:13])[CH:10]=[CH:9][C:3]=1[O:4][CH:5]([CH3:8])[C:6]#[N:7].[F:14][C:15]1[CH:24]=[CH:23][C:18]([C:19](=[N:21][OH:22])N)=[CH:17][CH:16]=1.O.C1(C)C=CC(S(O)(=O)=O)=CC=1. (3) Given the product [C:22]([O:26][C:27]([N:29]1[CH2:34][CH2:33][N:32]([C:35]2[CH:36]=[N:37][C:38]([NH:41][C:7]3[N:8]=[CH:9][C:4]4[C:3]([CH3:21])=[C:2]([Br:1])[C:14](=[O:15])[N:13]([CH:16]5[CH2:20][CH2:19][CH2:18][CH2:17]5)[C:5]=4[N:6]=3)=[CH:39][CH:40]=2)[CH2:31][CH2:30]1)=[O:28])([CH3:25])([CH3:23])[CH3:24], predict the reactants needed to synthesize it. The reactants are: [Br:1][C:2]1[C:14](=[O:15])[N:13]([CH:16]2[CH2:20][CH2:19][CH2:18][CH2:17]2)[C:5]2[N:6]=[C:7](S(C)=O)[N:8]=[CH:9][C:4]=2[C:3]=1[CH3:21].[C:22]([O:26][C:27]([N:29]1[CH2:34][CH2:33][N:32]([C:35]2[CH:36]=[N:37][C:38]([NH2:41])=[CH:39][CH:40]=2)[CH2:31][CH2:30]1)=[O:28])([CH3:25])([CH3:24])[CH3:23]. (4) Given the product [Br:1][C:2]1[CH:3]=[CH:4][C:5]([F:19])=[C:6]([C:8]2([CH3:18])[C:14]([F:16])([F:15])[CH2:13][O:12][CH2:11][C:10](=[NH:20])[NH:9]2)[CH:7]=1, predict the reactants needed to synthesize it. The reactants are: [Br:1][C:2]1[CH:3]=[CH:4][C:5]([F:19])=[C:6]([C:8]2([CH3:18])[C:14]([F:16])([F:15])[CH2:13][O:12][CH2:11][C:10](=S)[NH:9]2)[CH:7]=1.[NH3:20].CO.